Dataset: Forward reaction prediction with 1.9M reactions from USPTO patents (1976-2016). Task: Predict the product of the given reaction. (1) The product is: [CH:32]([CH:7]1[N:6]([C:9]([O:11][C:12]([CH3:15])([CH3:14])[CH3:13])=[O:10])[CH2:5][CH2:4][C:3]2([CH2:2][CH2:1]2)[CH2:8]1)=[O:33]. Given the reactants [CH2:1]1[C:3]2([CH2:8][CH2:7][N:6]([C:9]([O:11][C:12]([CH3:15])([CH3:14])[CH3:13])=[O:10])[CH2:5][CH2:4]2)[CH2:2]1.CN(C)CCN(C)C.CCCCCC.CN(C)[CH:32]=[O:33].[NH4+].[Cl-], predict the reaction product. (2) Given the reactants [Cl:1][C:2]1[C:3]2[NH:10][CH:9]=[CH:8][C:4]=2[N:5]=[CH:6][N:7]=1.C(=O)([O-])[O-].[Cs+].[Cs+].Br[CH2:18][C:19]([O:21][CH2:22][CH3:23])=[O:20], predict the reaction product. The product is: [Cl:1][C:2]1[C:3]2[N:10]([CH2:18][C:19]([O:21][CH2:22][CH3:23])=[O:20])[CH:9]=[CH:8][C:4]=2[N:5]=[CH:6][N:7]=1. (3) Given the reactants [N:1]1([NH:7][C:8]([C:10]2[N:11]=[C:12]([C:16]3[CH:21]=[CH:20][C:19]([O:22][C:23]([F:26])([F:25])[F:24])=[CH:18][CH:17]=3)[NH:13][C:14]=2[CH3:15])=[O:9])[CH2:6][CH2:5][CH2:4][CH2:3][CH2:2]1.CC([O-])(C)C.[K+].Br[CH2:34][CH:35]1[CH2:40][CH2:39][CH2:38][CH2:37][O:36]1, predict the reaction product. The product is: [N:1]1([NH:7][C:8]([C:10]2[N:11]=[C:12]([C:16]3[CH:21]=[CH:20][C:19]([O:22][C:23]([F:25])([F:26])[F:24])=[CH:18][CH:17]=3)[N:13]([CH2:34][CH:35]3[CH2:40][CH2:39][CH2:38][CH2:37][O:36]3)[C:14]=2[CH3:15])=[O:9])[CH2:6][CH2:5][CH2:4][CH2:3][CH2:2]1. (4) Given the reactants Br[C:2]1[CH:11]=[CH:10][C:9]2[N:8]=[CH:7][C:6]3[N:12]([CH3:23])[C:13](=[O:22])[N:14]([C:15]4[N:16]([CH3:21])[N:17]=[C:18]([CH3:20])[CH:19]=4)[C:5]=3[C:4]=2[CH:3]=1.[CH3:24][C:25]1[CH:30]=[CH:29][C:28](B(O)O)=[CH:27][N:26]=1, predict the reaction product. The product is: [CH3:21][N:16]1[C:15]([N:14]2[C:5]3[C:4]4[CH:3]=[C:2]([C:28]5[CH:27]=[N:26][C:25]([CH3:24])=[CH:30][CH:29]=5)[CH:11]=[CH:10][C:9]=4[N:8]=[CH:7][C:6]=3[N:12]([CH3:23])[C:13]2=[O:22])=[CH:19][C:18]([CH3:20])=[N:17]1. (5) Given the reactants [CH3:1][O:2][CH2:3][CH2:4][O:5][C:6]1[C:7]([N:16]2[CH:20]=[CH:19][CH:18]=[CH:17]2)=[CH:8][C:9]([N+:13]([O-:15])=[O:14])=[C:10]([NH2:12])[CH:11]=1.C([O-])([O-])=O.[Cs+].[Cs+].[CH3:27][C:28]([O:31][C:32](O[C:32]([O:31][C:28]([CH3:30])([CH3:29])[CH3:27])=[O:33])=[O:33])([CH3:30])[CH3:29], predict the reaction product. The product is: [C:28]([O:31][C:32](=[O:33])[NH:12][C:10]1[CH:11]=[C:6]([O:5][CH2:4][CH2:3][O:2][CH3:1])[C:7]([N:16]2[CH:20]=[CH:19][CH:18]=[CH:17]2)=[CH:8][C:9]=1[N+:13]([O-:15])=[O:14])([CH3:30])([CH3:29])[CH3:27]. (6) Given the reactants CN(C(ON1N=NC2C=CC=NC1=2)=[N+](C)C)C.F[P-](F)(F)(F)(F)F.[C:25]([O:29][C:30]([NH:32][C@@H:33]([C@H:45]([CH3:53])[CH2:46][CH:47]([CH3:52])[CH2:48][CH2:49][CH:50]=[CH2:51])[C:34]([N:36]1[CH2:40][C@H:39]([OH:41])[CH2:38][C@H:37]1[C:42](O)=[O:43])=[O:35])=[O:31])([CH3:28])([CH3:27])[CH3:26].Cl.[NH2:55][C@:56]1([C:61]([O:63][CH3:64])=[O:62])[CH2:58][C@H:57]1[CH:59]=[CH2:60].CCN(C(C)C)C(C)C, predict the reaction product. The product is: [C:25]([O:29][C:30]([NH:32][C@@H:33]([C@H:45]([CH3:53])[CH2:46][CH:47]([CH3:52])[CH2:48][CH2:49][CH:50]=[CH2:51])[C:34]([N:36]1[CH2:40][C@H:39]([OH:41])[CH2:38][C@H:37]1[C:42]([NH:55][C@:56]1([C:61]([O:63][CH3:64])=[O:62])[CH2:58][C@H:57]1[CH:59]=[CH2:60])=[O:43])=[O:35])=[O:31])([CH3:28])([CH3:27])[CH3:26]. (7) Given the reactants [F:1][C:2]([F:47])([F:46])[C:3]1[CH:4]=[C:5]([CH:39]=[C:40]([C:42]([F:45])([F:44])[F:43])[CH:41]=1)[CH2:6][N:7]([C:29]1[N:30]=[N:31][N:32]([CH2:34][C:35]([O:37]C)=[O:36])[N:33]=1)[C@@H:8]1[C:17]2[C:12](=[CH:13][CH:14]=[C:15]([C:18]([F:21])([F:20])[F:19])[CH:16]=2)[N:11]([C:22]([O:24][CH2:25][CH3:26])=[O:23])[C@H:10]([CH2:27][CH3:28])[CH2:9]1.O[Li].O, predict the reaction product. The product is: [F:45][C:42]([F:43])([F:44])[C:40]1[CH:39]=[C:5]([CH:4]=[C:3]([C:2]([F:47])([F:46])[F:1])[CH:41]=1)[CH2:6][N:7]([C@@H:8]1[C:17]2[C:12](=[CH:13][CH:14]=[C:15]([C:18]([F:19])([F:20])[F:21])[CH:16]=2)[N:11]([C:22]([O:24][CH2:25][CH3:26])=[O:23])[C@H:10]([CH2:27][CH3:28])[CH2:9]1)[C:29]1[N:30]=[N:31][N:32]([CH2:34][C:35]([OH:37])=[O:36])[N:33]=1. (8) Given the reactants Cl[C:2]1[N:7]=[C:6]([C:8]#[N:9])[C:5]([C:10]([F:13])([F:12])[F:11])=[CH:4][C:3]=1[CH3:14].N, predict the reaction product. The product is: [CH3:14][C:3]1[CH:4]=[C:5]([C:10]([F:13])([F:11])[F:12])[C:6]([CH2:8][NH2:9])=[N:7][CH:2]=1.